Dataset: Full USPTO retrosynthesis dataset with 1.9M reactions from patents (1976-2016). Task: Predict the reactants needed to synthesize the given product. Given the product [O:20]=[C:11]1[CH:12]([C:15]([O:17][CH2:18][CH3:19])=[O:16])[CH2:13][CH2:14][N:9]([C:36]([O:38][C:39]([CH3:40])([CH3:41])[CH3:42])=[O:37])[CH2:10]1, predict the reactants needed to synthesize it. The reactants are: Cl.C([N:9]1[CH2:14][CH2:13][CH:12]([C:15]([O:17][CH2:18][CH3:19])=[O:16])[C:11](=[O:20])[CH2:10]1)C1C=CC=CC=1.C(N(CC)CC)C.[C:36](O[C:36]([O:38][C:39]([CH3:42])([CH3:41])[CH3:40])=[O:37])([O:38][C:39]([CH3:42])([CH3:41])[CH3:40])=[O:37].